This data is from Full USPTO retrosynthesis dataset with 1.9M reactions from patents (1976-2016). The task is: Predict the reactants needed to synthesize the given product. (1) Given the product [C:35]([O:34][C:32](=[O:33])[NH:31][CH:24]([CH:25]1[CH2:30][CH2:29][CH2:28][CH2:27][CH2:26]1)[C:23]([N:20]1[CH2:21][CH2:22][CH:6]2[N:5]([C:3](=[O:2])[C:41]3[CH:46]=[CH:45][CH:44]=[CH:43][CH:42]=3)[CH2:9][CH:8]([C:10]3[C:18]4[C:13](=[CH:14][C:15]([F:19])=[CH:16][CH:17]=4)[NH:12][CH:11]=3)[CH:7]12)=[O:39])([CH3:36])([CH3:38])[CH3:37], predict the reactants needed to synthesize it. The reactants are: C[O:2][C:3]([N:5]1[CH2:9][CH:8]([C:10]2[C:18]3[C:13](=[CH:14][C:15]([F:19])=[CH:16][CH:17]=3)[NH:12][CH:11]=2)[CH:7]2[N:20]([C:23](=[O:39])[CH:24]([NH:31][C:32]([O:34][C:35]([CH3:38])([CH3:37])[CH3:36])=[O:33])[CH:25]3[CH2:30][CH2:29][CH2:28][CH2:27][CH2:26]3)[CH2:21][CH2:22][CH:6]12)=O.C(Cl)(=O)[C:41]1[CH:46]=[CH:45][CH:44]=[CH:43][CH:42]=1. (2) Given the product [NH2:1][C:2]1[C:7]([C:8]#[N:9])=[C:6]([NH:10][C@H:11]([C:13]2[N:17]([CH:18]3[CH2:21][CH:20]([OH:22])[CH2:19]3)[C:16]3[CH:30]=[C:31]([F:34])[CH:32]=[CH:33][C:15]=3[N:14]=2)[CH3:12])[N:5]=[CH:4][N:3]=1, predict the reactants needed to synthesize it. The reactants are: [NH2:1][C:2]1[C:7]([C:8]#[N:9])=[C:6]([NH:10][C@H:11]([C:13]2[N:17]([C@H:18]3[CH2:21][C@H:20]([O:22]CC4C=CC=CC=4)[CH2:19]3)[C:16]3[CH:30]=[C:31]([F:34])[CH:32]=[CH:33][C:15]=3[N:14]=2)[CH3:12])[N:5]=[CH:4][N:3]=1.B(Br)(Br)Br. (3) Given the product [CH2:27]([O:29][C:30]([N:32]1[CH2:33][CH2:34][N:35]([CH:13]([C:10]2[N:11]=[N:12][N:8]([C:6]3[CH:7]=[C:2]([Cl:1])[CH:3]=[CH:4][C:5]=3[F:20])[N:9]=2)[CH3:14])[CH2:36][CH2:37]1)=[O:31])[CH3:28], predict the reactants needed to synthesize it. The reactants are: [Cl:1][C:2]1[CH:3]=[CH:4][C:5]([F:20])=[C:6]([N:8]2[N:12]=[N:11][C:10]([CH:13](OS(C)(=O)=O)[CH3:14])=[N:9]2)[CH:7]=1.C(=O)([O-])[O-].[K+].[K+].[CH2:27]([O:29][C:30]([N:32]1[CH2:37][CH2:36][NH:35][CH2:34][CH2:33]1)=[O:31])[CH3:28]. (4) Given the product [Br:1][C:2]1[CH:3]=[CH:4][C:5]2[N:10]=[C:11]([CH:12]([CH3:14])[CH3:13])[N:8]([CH3:9])[C:6]=2[CH:7]=1, predict the reactants needed to synthesize it. The reactants are: [Br:1][C:2]1[CH:7]=[C:6]([NH:8][CH3:9])[C:5]([NH2:10])=[CH:4][CH:3]=1.[C:11](O)(=O)[CH:12]([CH3:14])[CH3:13].CN(C(ON1N=NC2C=CC=NC1=2)=[N+](C)C)C.F[P-](F)(F)(F)(F)F.[Cl-].[Cl-].[Ca+2].C(N(CC)C(C)C)(C)C. (5) Given the product [CH2:1]([N:3]1[CH2:4][CH2:5][N:6]([C:9]2[CH:15]=[CH:14][C:12]([NH:13][C:31]([C:33]3[C:34]4[N:35]=[CH:36][CH:37]=[N:38][C:39]=4[C:40]([C:43]4[C:52]5[C:47](=[CH:48][CH:49]=[CH:50][CH:51]=5)[CH:46]=[N:45][CH:44]=4)=[CH:41][CH:42]=3)=[O:32])=[CH:11][CH:10]=2)[CH2:7][CH2:8]1)[CH3:2], predict the reactants needed to synthesize it. The reactants are: [CH2:1]([N:3]1[CH2:8][CH2:7][N:6]([C:9]2[CH:15]=[CH:14][C:12]([NH2:13])=[CH:11][CH:10]=2)[CH2:5][CH2:4]1)[CH3:2].C(N1CCN(C2C=C(N[C:31]([C:33]3[C:34]4[N:35]=[CH:36][CH:37]=[N:38][C:39]=4[C:40]([C:43]4[C:52]5[C:47](=[CH:48][CH:49]=[CH:50][CH:51]=5)[CH:46]=[N:45][CH:44]=4)=[CH:41][CH:42]=3)=[O:32])C=CC=2)CC1)C.